Regression. Given a peptide amino acid sequence and an MHC pseudo amino acid sequence, predict their binding affinity value. This is MHC class I binding data. From a dataset of Peptide-MHC class I binding affinity with 185,985 pairs from IEDB/IMGT. (1) The peptide sequence is RAPHLPPQW. The MHC is HLA-A66:01 with pseudo-sequence HLA-A66:01. The binding affinity (normalized) is 0.213. (2) The peptide sequence is DSSLLNNQF. The MHC is H-2-Kb with pseudo-sequence H-2-Kb. The binding affinity (normalized) is 0.0360. (3) The peptide sequence is LWRTLGRNK. The MHC is HLA-A30:01 with pseudo-sequence HLA-A30:01. The binding affinity (normalized) is 0.430. (4) The peptide sequence is KTGMLEMW. The MHC is Mamu-B52 with pseudo-sequence Mamu-B52. The binding affinity (normalized) is 0.398. (5) The peptide sequence is FPHCLAFSYM. The binding affinity (normalized) is 0.770. The MHC is Patr-B1301 with pseudo-sequence Patr-B1301. (6) The peptide sequence is FVGKTVWFV. The MHC is HLA-A02:01 with pseudo-sequence HLA-A02:01. The binding affinity (normalized) is 0.858. (7) The peptide sequence is FPFVYAAAF. The MHC is Mamu-A2201 with pseudo-sequence Mamu-A2201. The binding affinity (normalized) is 0.588. (8) The peptide sequence is FQYEHEQTF. The MHC is HLA-B15:17 with pseudo-sequence HLA-B15:17. The binding affinity (normalized) is 0.381. (9) The peptide sequence is VTVFYGVPAW. The MHC is Mamu-B17 with pseudo-sequence Mamu-B17. The binding affinity (normalized) is 0.110. (10) The binding affinity (normalized) is 0. The MHC is HLA-A03:01 with pseudo-sequence HLA-A03:01. The peptide sequence is YVDRFYKTL.